Predict which catalyst facilitates the given reaction. From a dataset of Catalyst prediction with 721,799 reactions and 888 catalyst types from USPTO. Reactant: [CH2:1]([O:4][C:5]1[C:23]([Cl:24])=[CH:22][C:8]([C:9]([NH:11][C@@H:12]([C:18]([CH3:21])([CH3:20])[CH3:19])[CH2:13][S:14]([OH:17])(=[O:16])=[O:15])=[O:10])=[CH:7][C:6]=1[Cl:25])[CH:2]=[CH2:3].NC(CC)CO.C(O)=O. Product: [CH2:1]([O:4][C:5]1[C:6]([Cl:25])=[CH:7][C:8]([C:9]([NH:11][C@H:12]([C:18]([CH3:19])([CH3:20])[CH3:21])[CH2:13][S:14]([OH:17])(=[O:16])=[O:15])=[O:10])=[CH:22][C:23]=1[Cl:24])[CH:2]=[CH2:3]. The catalyst class is: 382.